From a dataset of Catalyst prediction with 721,799 reactions and 888 catalyst types from USPTO. Predict which catalyst facilitates the given reaction. Reactant: [NH2:1][C:2]1[C:11]2[N:10]=[CH:9][CH:8]=[CH:7][C:6]=2[C:5]2[CH:12]=[CH:13][C:14]([C:16](OC)=[O:17])=[CH:15][C:4]=2[N:3]=1.[BH4-].[Na+]. Product: [NH2:1][C:2]1[C:11]2[N:10]=[CH:9][CH:8]=[CH:7][C:6]=2[C:5]2[CH:12]=[CH:13][C:14]([CH2:16][OH:17])=[CH:15][C:4]=2[N:3]=1. The catalyst class is: 14.